Dataset: Peptide-MHC class I binding affinity with 185,985 pairs from IEDB/IMGT. Task: Regression. Given a peptide amino acid sequence and an MHC pseudo amino acid sequence, predict their binding affinity value. This is MHC class I binding data. (1) The peptide sequence is FPPTSFGPLV. The MHC is HLA-B07:02 with pseudo-sequence HLA-B07:02. The binding affinity (normalized) is 0.294. (2) The peptide sequence is ELGIAIFNNR. The MHC is HLA-A31:01 with pseudo-sequence HLA-A31:01. The binding affinity (normalized) is 0.622. (3) The peptide sequence is NLFSKNILK. The MHC is H-2-Kb with pseudo-sequence H-2-Kb. The binding affinity (normalized) is 0. (4) The MHC is HLA-A68:02 with pseudo-sequence HLA-A68:02. The binding affinity (normalized) is 0.234. The peptide sequence is IYTVIYYIF. (5) The peptide sequence is NLYISDYKML. The MHC is HLA-A02:06 with pseudo-sequence HLA-A02:06. The binding affinity (normalized) is 0.0306. (6) The peptide sequence is LVKSPNHVK. The MHC is HLA-A11:01 with pseudo-sequence HLA-A11:01. The binding affinity (normalized) is 0.588. (7) The peptide sequence is LKGPDIYK. The MHC is H-2-Db with pseudo-sequence H-2-Db. The binding affinity (normalized) is 0. (8) The peptide sequence is RILQRALFM. The MHC is Mamu-A2601 with pseudo-sequence Mamu-A2601. The binding affinity (normalized) is 0.571. (9) The peptide sequence is LELRSRYWAI. The MHC is HLA-B44:02 with pseudo-sequence HLA-B44:02. The binding affinity (normalized) is 0.414.